From a dataset of Cav3 T-type calcium channel HTS with 100,875 compounds. Binary Classification. Given a drug SMILES string, predict its activity (active/inactive) in a high-throughput screening assay against a specified biological target. The compound is O=C1N(CCC(CCC(C)C)c2ccc(OC)cc2)C(=O)CC1. The result is 0 (inactive).